Task: Predict the reaction yield, written as a fraction of the theoretical maximum amount of product (1.0 means a 100% yield; for example, 0.34 means a 34% yield).. Dataset: Reaction yield outcomes from USPTO patents with 853,638 reactions (1) The reactants are [C:1]([C:5]1[CH:13]=[CH:12][C:11]([N+:14]([O-])=O)=[CH:10][C:6]=1[C:7]([O-:9])=[O:8])([CH3:4])([CH3:3])[CH3:2].[CH:17]([O-])=O.[K+]. The catalyst is CCO.O.[Pd]. The product is [C:1]([C:5]1[CH:13]=[CH:12][C:11]([NH2:14])=[CH:10][C:6]=1[C:7]([O:9][CH3:17])=[O:8])([CH3:4])([CH3:3])[CH3:2]. The yield is 0.950. (2) The reactants are Cl[C:2]1[N:7]=[C:6]([C:8]2[N:12]([CH3:13])[C:11]([CH3:14])=[N:10][CH:9]=2)[C:5]([F:15])=[CH:4][N:3]=1.[CH3:16][C:17]1[CH:23]=[C:22]([C:24]([N:26]2[CH2:31][CH2:30][N:29]([CH3:32])[CH2:28][CH2:27]2)=[O:25])[CH:21]=[CH:20][C:18]=1[NH2:19]. No catalyst specified. The product is [CH3:13][N:12]1[C:8]([C:6]2[C:5]([F:15])=[CH:4][N:3]=[C:2]([NH:19][C:18]3[CH:20]=[CH:21][C:22]([C:24]([N:26]4[CH2:27][CH2:28][N:29]([CH3:32])[CH2:30][CH2:31]4)=[O:25])=[CH:23][C:17]=3[CH3:16])[N:7]=2)=[CH:9][N:10]=[C:11]1[CH3:14]. The yield is 0.160. (3) The reactants are [Cl:1][C:2]1[CH:8]=[CH:7][C:5]([NH2:6])=[CH:4][CH:3]=1.[C:9]([O:13][C:14]([N:16]1[CH2:19][CH2:18][C@H:17]1[CH:20]=O)=[O:15])([CH3:12])([CH3:11])[CH3:10].C([BH3-])#N.[Na+].C(=O)(O)[O-].[Na+]. The catalyst is CO.C(O)(=O)C. The product is [C:9]([O:13][C:14]([N:16]1[CH2:19][CH2:18][C@H:17]1[CH2:20][NH:6][C:5]1[CH:7]=[CH:8][C:2]([Cl:1])=[CH:3][CH:4]=1)=[O:15])([CH3:12])([CH3:10])[CH3:11]. The yield is 0.740.